This data is from Full USPTO retrosynthesis dataset with 1.9M reactions from patents (1976-2016). The task is: Predict the reactants needed to synthesize the given product. (1) The reactants are: [CH2:1]([O:3][C:4](=[O:20])[C@@H:5]([OH:19])[CH2:6][C:7]([C:9]1[CH:18]=[CH:17][C:16]2[C:11](=CC=CC=2)[CH:10]=1)=[O:8])[CH3:2].[CH3:21][CH2:22]CCCC.CC(O)C. Given the product [CH2:1]([O:3][C:4](=[O:20])[C@@H:5]([OH:19])[CH:6]([C:7](=[O:8])[C:9]1[CH:10]=[CH:11][CH:16]=[CH:17][CH:18]=1)[CH2:21][CH3:22])[CH3:2], predict the reactants needed to synthesize it. (2) Given the product [C:7]([O:11][C:12]([N:14]1[CH2:19][CH2:18][CH:17]([N:20]2[CH2:21][CH2:22][CH:23]([O:26][C:31]3[CH:30]=[CH:29][C:28]([Cl:27])=[C:33]([Cl:34])[CH:32]=3)[CH2:24][CH2:25]2)[CH2:16][CH2:15]1)=[O:13])([CH3:10])([CH3:8])[CH3:9], predict the reactants needed to synthesize it. The reactants are: CC(C)([O-])C.[K+].[C:7]([O:11][C:12]([N:14]1[CH2:19][CH2:18][CH:17]([N:20]2[CH2:25][CH2:24][CH:23]([OH:26])[CH2:22][CH2:21]2)[CH2:16][CH2:15]1)=[O:13])([CH3:10])([CH3:9])[CH3:8].[Cl:27][C:28]1[CH:29]=[C:30](F)[CH:31]=[CH:32][C:33]=1[Cl:34].C([O-])(O)=O.[Na+]. (3) Given the product [Cl:16][C:17]1[CH:22]=[C:21]([CH2:10][C:9]2[CH:12]=[CH:13][CH:14]=[C:7]([Cl:6])[C:8]=2[F:15])[N:20]=[CH:19][N:18]=1, predict the reactants needed to synthesize it. The reactants are: [Cl-].C[SiH](C)C.[Cl:6][C:7]1[C:8]([F:15])=[C:9]([CH:12]=[CH:13][CH:14]=1)[CH2:10]Br.[Cl:16][C:17]1[CH:22]=[C:21](Cl)[N:20]=[CH:19][N:18]=1.O. (4) Given the product [CH2:1]([N:4]1[N:8]=[N:7][C:6]([C:9]2[CH:10]=[C:11]([CH:20]=[CH:21][CH:22]=2)[CH2:12][CH2:13][O:14][CH2:15][CH2:16][C:17]([N:27]([CH:28]2[CH2:33][CH2:32][CH2:31][CH2:30][CH2:29]2)[CH2:26][CH:25]([O:34][CH3:35])[O:24][CH3:23])=[O:19])=[N:5]1)[CH:2]=[CH2:3], predict the reactants needed to synthesize it. The reactants are: [CH2:1]([N:4]1[N:8]=[N:7][C:6]([C:9]2[CH:10]=[C:11]([CH:20]=[CH:21][CH:22]=2)[CH2:12][CH2:13][O:14][CH2:15][CH2:16][C:17]([OH:19])=O)=[N:5]1)[CH:2]=[CH2:3].[CH3:23][O:24][CH:25]([O:34][CH3:35])[CH2:26][NH:27][CH:28]1[CH2:33][CH2:32][CH2:31][CH2:30][CH2:29]1. (5) Given the product [Cl:1][C:2]1[CH:3]=[CH:4][C:5]([N:32]2[CH:36]=[N:35][N:34]=[N:33]2)=[C:6]([C:8]2[CH:16]=[C:15]3[N:11]([C@H:12]([C:17]4[NH:18][C:19]([C:25]5[CH:30]=[CH:29][CH:28]=[CH:27][CH:26]=5)=[C:20]([C:22]#[N:39])[N:21]=4)[CH2:13][CH2:14]3)[C:10](=[O:31])[CH:9]=2)[CH:7]=1, predict the reactants needed to synthesize it. The reactants are: [Cl:1][C:2]1[CH:3]=[CH:4][C:5]([N:32]2[CH:36]=[N:35][N:34]=[N:33]2)=[C:6]([C:8]2[CH:16]=[C:15]3[N:11]([C@H:12]([C:17]4[NH:18][C:19]([C:25]5[CH:30]=[CH:29][CH:28]=[CH:27][CH:26]=5)=[C:20]([C:22](O)=O)[N:21]=4)[CH2:13][CH2:14]3)[C:10](=[O:31])[CH:9]=2)[CH:7]=1.C(N1C=CN=C1)([N:39]1C=CN=C1)=O.N.C(=O)([O-])O.[Na+]. (6) The reactants are: [F:1][C:2]1[CH:27]=[CH:26][CH:25]=[C:24]([F:28])[C:3]=1[CH2:4][N:5]1[C:9]2[CH:10]=[CH:11][CH:12]=[C:13]([O:14]C)[C:8]=2[N:7]=[C:6]1[C:16]1[C:21]([F:22])=[CH:20][CH:19]=[CH:18][C:17]=1[F:23].Br. Given the product [F:1][C:2]1[CH:27]=[CH:26][CH:25]=[C:24]([F:28])[C:3]=1[CH2:4][N:5]1[C:9]2[CH:10]=[CH:11][CH:12]=[C:13]([OH:14])[C:8]=2[N:7]=[C:6]1[C:16]1[C:17]([F:23])=[CH:18][CH:19]=[CH:20][C:21]=1[F:22], predict the reactants needed to synthesize it. (7) Given the product [ClH:21].[NH2:13][CH:4]([C:5]1[CH:10]=[CH:9][CH:8]=[CH:7][C:6]=1[O:11][CH3:12])[CH2:3][CH2:2][OH:1], predict the reactants needed to synthesize it. The reactants are: [OH:1][CH2:2][CH2:3][CH:4]([NH:13]C(=O)OC(C)(C)C)[C:5]1[CH:10]=[CH:9][CH:8]=[CH:7][C:6]=1[O:11][CH3:12].[ClH:21]. (8) Given the product [F:1][C:2]1[CH:3]=[CH:4][C:5]([N:8]2[C:12]([C:13]([O:15][CH2:16][CH3:17])=[O:14])=[CH:11][N:10]=[C:9]2[CH:18]=[O:19])=[CH:6][CH:7]=1, predict the reactants needed to synthesize it. The reactants are: [F:1][C:2]1[CH:7]=[CH:6][C:5]([N:8]2[C:12]([C:13]([O:15][CH2:16][CH3:17])=[O:14])=[CH:11][N:10]=[C:9]2[CH2:18][OH:19])=[CH:4][CH:3]=1.CC(OI1(OC(C)=O)(OC(C)=O)OC(=O)C2C=CC=CC1=2)=O.[O-]S([O-])(=S)=O.[Na+].[Na+].C([O-])(O)=O.[Na+]. (9) Given the product [CH3:1][CH2:2][CH2:3][C:4]1[C:10]2[C:11]3[O:25][C:24]([CH3:27])([CH3:26])[CH:23]=[CH:22][C:12]=3[C:13]3[O:18][CH:17]([CH3:19])[CH:16]([CH3:20])[CH:15]([OH:21])[C:14]=3[C:9]=2[O:8][C:6](=[O:7])[CH:5]=1, predict the reactants needed to synthesize it. The reactants are: [CH3:1][CH2:2][CH2:3][C:4]1[C:10]2[C:11]3[O:25][C:24]([CH3:27])([CH3:26])[CH:23]=[CH:22][C:12]=3[C:13]3[O:18][C@H:17]([CH3:19])[C@@H:16]([CH3:20])[C@H:15]([OH:21])[C:14]=3[C:9]=2[O:8][C:6](=[O:7])[CH:5]=1.CCCC1C2C3OC(C)(C)C=CC=3C3O[C@@H](C)[C@H](C)[C@@H](O)C=3C=2OC(=O)C=1.CCCCCC.C(OCC)(=O)C. (10) Given the product [NH2:1][C:2]1[C:11]2[N:12]=[C:13]([CH2:39][CH2:40][O:41][CH3:42])[N:14]([CH2:15][CH2:16][CH2:17][N:18]([CH2:27][C:28]3[CH:29]=[C:30]([CH:36]=[CH:37][CH:38]=3)[O:31][CH2:32][C:33]([O:35][CH:53]3[CH2:54][CH2:55][O:50][CH2:51][CH2:52]3)=[O:34])[C:19](=[O:26])[CH2:20][N:21]([CH2:24][CH3:25])[CH2:22][CH3:23])[C:10]=2[C:9]2[CH:8]=[CH:7][CH:6]=[CH:5][C:4]=2[N:3]=1, predict the reactants needed to synthesize it. The reactants are: [NH2:1][C:2]1[C:11]2[N:12]=[C:13]([CH2:39][CH2:40][O:41][CH3:42])[N:14]([CH2:15][CH2:16][CH2:17][N:18]([CH2:27][C:28]3[CH:29]=[C:30]([CH:36]=[CH:37][CH:38]=3)[O:31][CH2:32][C:33]([OH:35])=[O:34])[C:19](=[O:26])[CH2:20][N:21]([CH2:24][CH3:25])[CH2:22][CH3:23])[C:10]=2[C:9]2[CH:8]=[CH:7][CH:6]=[CH:5][C:4]=2[N:3]=1.C1(C)C=CC=CC=1.[O:50]1[CH2:55][CH2:54][CH:53](O)[CH2:52][CH2:51]1.